From a dataset of Forward reaction prediction with 1.9M reactions from USPTO patents (1976-2016). Predict the product of the given reaction. (1) The product is: [CH2:1]([O:4][N:5]=[C:6]1[CH2:10][N:9]([C:11](=[O:13])[C:31]2[CH:30]=[CH:29][C:28]([O:21][C:22]3[CH:23]=[CH:24][CH:25]=[CH:26][CH:27]=3)=[CH:36][CH:35]=2)[C@H:8]([C:18]([NH:52][C:48]2[CH:49]=[CH:50][C:51]3[N:39]([CH2:37][CH3:38])[C:40]4[C:45]([C:46]=3[CH:47]=2)=[CH:44][CH:43]=[CH:42][CH:41]=4)=[O:20])[CH2:7]1)[CH:2]=[CH2:3]. Given the reactants [CH2:1]([O:4][N:5]=[C:6]1[CH2:10][N:9]([C:11]([O:13]C(C)(C)C)=O)[C@H:8]([C:18]([OH:20])=O)[CH2:7]1)[CH:2]=[CH2:3].[O:21]([C:28]1[CH:36]=[CH:35][C:31](C(Cl)=O)=[CH:30][CH:29]=1)[C:22]1[CH:27]=[CH:26][CH:25]=[CH:24][CH:23]=1.[CH2:37]([N:39]1[C:51]2[CH:50]=[CH:49][C:48]([NH2:52])=[CH:47][C:46]=2[C:45]2[C:40]1=[CH:41][CH:42]=[CH:43][CH:44]=2)[CH3:38], predict the reaction product. (2) Given the reactants [CH2:1]([C@H:8]1[CH2:12][O:11][C:10](=[O:13])[N:9]1[C:14](=[O:19])[CH2:15][O:16][CH2:17][CH3:18])[C:2]1[CH:7]=[CH:6][CH:5]=[CH:4][CH:3]=1.[CH2:20]([O:27][C:28]1[CH:35]=[CH:34][C:31]([CH:32]=[O:33])=[C:30]([O:36][CH3:37])[CH:29]=1)[C:21]1[CH:26]=[CH:25][CH:24]=[CH:23][CH:22]=1.[O-]S(C(F)(F)F)(=O)=O.C([B+]CCCC)CCC, predict the reaction product. The product is: [CH2:1]([C@H:8]1[CH2:12][O:11][C:10](=[O:13])[N:9]1[C:14](=[O:19])[C@@H:15]([O:16][CH2:17][CH3:18])[C@@H:32]([C:31]1[CH:34]=[CH:35][C:28]([O:27][CH2:20][C:21]2[CH:22]=[CH:23][CH:24]=[CH:25][CH:26]=2)=[CH:29][C:30]=1[O:36][CH3:37])[OH:33])[C:2]1[CH:3]=[CH:4][CH:5]=[CH:6][CH:7]=1. (3) Given the reactants [CH:1]1[C:23]2=[C:24]3[C:4]4[C:5]([CH:17]=[CH:18][C:19]3=[C:20](S([O-])(=O)=O)[CH:21]=[C:22]2[OH:25])=[C:6](S([O-])(=O)=O)[CH:7]=[C:8](S([O-])(=O)=O)[C:3]=4[CH:2]=1.[Na+:30].[Na+].[Na+].[OH:33][S:34](O)(=[O:36])=[O:35], predict the reaction product. The product is: [OH:25][C:22]1[CH:21]=[CH:20][C:19]2[C:24]3=[C:4]4[C:5]([CH:6]=[CH:7][CH:8]=[C:3]4[C:2]([S:34]([O-:36])(=[O:35])=[O:33])=[CH:1][C:23]=13)=[CH:17][CH:18]=2.[Na+:30]. (4) Given the reactants [Cl:1][C:2]1[C:11]2[C:6](=[CH:7][C:8]([O:12][CH3:13])=[CH:9][CH:10]=2)[C:5](B(O)O)=[CH:4][N:3]=1.Br[C:18]1[S:19][CH:20]=[C:21]([C:23]([CH3:26])([CH3:25])[CH3:24])[N:22]=1.C(=O)([O-])[O-].[K+].[K+], predict the reaction product. The product is: [C:23]([C:21]1[N:22]=[C:18]([C:5]2[C:6]3[C:11](=[CH:10][CH:9]=[C:8]([O:12][CH3:13])[CH:7]=3)[C:2]([Cl:1])=[N:3][CH:4]=2)[S:19][CH:20]=1)([CH3:26])([CH3:25])[CH3:24]. (5) Given the reactants [C:1]([O:5][C:6]([N:8]([CH2:20][C:21]([O:23][C:24]([CH3:27])([CH3:26])[CH3:25])=[O:22])[C:9]1[CH:14]=[CH:13][CH:12]=[C:11]([C:15](OCC)=[O:16])[N:10]=1)=[O:7])([CH3:4])([CH3:3])[CH3:2].[Cl-].[Ca+2].[Cl-].[BH4-].[Na+].COCCOCCOCCOCCOC.C(O)(=O)C, predict the reaction product. The product is: [C:1]([O:5][C:6]([N:8]([CH2:20][C:21]([O:23][C:24]([CH3:27])([CH3:26])[CH3:25])=[O:22])[C:9]1[CH:14]=[CH:13][CH:12]=[C:11]([CH2:15][OH:16])[N:10]=1)=[O:7])([CH3:4])([CH3:3])[CH3:2]. (6) Given the reactants [CH3:1][C:2]([O:5][C:6]([N:8]1[CH2:13][CH2:12][CH2:11][CH2:10][C@H:9]1[C:14]([NH:16][C@@H:17]([CH2:23][CH:24]([CH3:26])[CH3:25])/[CH:18]=[CH:19]/[C:20](O)=[O:21])=[O:15])=[O:7])([CH3:4])[CH3:3].CN(C(ON1N=NC2C=CC=NC1=2)=[N+](C)C)C.F[P-](F)(F)(F)(F)F.CCN(C(C)C)C(C)C.[NH:60]1[C:68]2[C:63](=[CH:64][CH:65]=[CH:66][CH:67]=2)[CH2:62][CH2:61]1, predict the reaction product. The product is: [N:60]1([C:20](=[O:21])/[CH:19]=[CH:18]/[C@@H:17]([NH:16][C:14]([C@@H:9]2[CH2:10][CH2:11][CH2:12][CH2:13][N:8]2[C:6]([O:5][C:2]([CH3:3])([CH3:1])[CH3:4])=[O:7])=[O:15])[CH2:23][CH:24]([CH3:25])[CH3:26])[C:68]2[C:63](=[CH:64][CH:65]=[CH:66][CH:67]=2)[CH2:62][CH2:61]1.